The task is: Predict the reaction yield, written as a fraction of the theoretical maximum amount of product (1.0 means a 100% yield; for example, 0.34 means a 34% yield).. This data is from Reaction yield outcomes from USPTO patents with 853,638 reactions. (1) The reactants are [NH2:1][C:2]1[CH:3]=[CH:4][C:5]([C:9]([F:12])([F:11])[F:10])=[C:6]([OH:8])[CH:7]=1.C(=O)([O-])O.[Na+].[C:18]([C:20]([C:23]1[CH:24]=[C:25]([CH:29]=[CH:30][CH:31]=1)[C:26](Cl)=[O:27])([CH3:22])[CH3:21])#[N:19]. The catalyst is O1CCCC1. The product is [C:18]([C:20]([C:23]1[CH:24]=[C:25]([CH:29]=[CH:30][CH:31]=1)[C:26]([NH:1][C:2]1[CH:3]=[CH:4][C:5]([C:9]([F:10])([F:11])[F:12])=[C:6]([OH:8])[CH:7]=1)=[O:27])([CH3:22])[CH3:21])#[N:19]. The yield is 0.690. (2) The reactants are Br[C:2]1[CH:7]=[CH:6][C:5](/[CH:8]=[CH:9]/[C:10]2[NH:11][CH:12]=[C:13]([C:15]3[CH:20]=[CH:19][C:18]([Cl:21])=[CH:17][C:16]=3[Cl:22])[N:14]=2)=[CH:4][CH:3]=1.[CH2:23]([O:25][C:26]1[CH:31]=[CH:30][C:29](B(O)O)=[CH:28][CH:27]=1)[CH3:24]. No catalyst specified. The product is [Cl:22][C:16]1[CH:17]=[C:18]([Cl:21])[CH:19]=[CH:20][C:15]=1[C:13]1[N:14]=[C:10](/[CH:9]=[CH:8]/[C:5]2[CH:6]=[CH:7][C:2]([C:29]3[CH:30]=[CH:31][C:26]([O:25][CH2:23][CH3:24])=[CH:27][CH:28]=3)=[CH:3][CH:4]=2)[NH:11][CH:12]=1. The yield is 0.680. (3) The reactants are [H-].[Na+].[CH3:3][O:4][C:5]([C:7]1[C:15]2[C:10](=[CH:11][C:12]([N:16]3[CH2:21][CH2:20][CH:19]([OH:22])[CH2:18][CH2:17]3)=[CH:13][CH:14]=2)[N:9]([CH3:23])[CH:8]=1)=[O:6].Br[CH2:25][C:26]1[C:27]([C:34]2[C:39]([Cl:40])=[CH:38][CH:37]=[CH:36][C:35]=2[Cl:41])=[N:28][O:29][C:30]=1[CH:31]([CH3:33])[CH3:32].[NH4+].[Cl-]. The catalyst is [I-].C([N+](CCCC)(CCCC)CCCC)CCC.O1CCCC1. The product is [CH3:3][O:4][C:5]([C:7]1[C:15]2[C:10](=[CH:11][C:12]([N:16]3[CH2:21][CH2:20][CH:19]([O:22][CH2:25][C:26]4[C:27]([C:34]5[C:35]([Cl:41])=[CH:36][CH:37]=[CH:38][C:39]=5[Cl:40])=[N:28][O:29][C:30]=4[CH:31]([CH3:33])[CH3:32])[CH2:18][CH2:17]3)=[CH:13][CH:14]=2)[N:9]([CH3:23])[CH:8]=1)=[O:6]. The yield is 0.190. (4) The reactants are I[C:2]1[CH:3]=[N:4][O:5][CH:6]=1.[CH:7]([C:9]1[CH:10]=[C:11](OB(O)O)[CH:12]=[CH:13][CH:14]=1)=[O:8].C(=O)([O-])[O-].[Na+].[Na+]. The yield is 0.0150. The catalyst is COCCOC.O.C1(C)C=CC=CC=1.CCO.C1C=CC([P]([Pd]([P](C2C=CC=CC=2)(C2C=CC=CC=2)C2C=CC=CC=2)([P](C2C=CC=CC=2)(C2C=CC=CC=2)C2C=CC=CC=2)[P](C2C=CC=CC=2)(C2C=CC=CC=2)C2C=CC=CC=2)(C2C=CC=CC=2)C2C=CC=CC=2)=CC=1. The product is [O:5]1[CH:6]=[C:2]([C:13]2[CH:14]=[C:9]([CH:10]=[CH:11][CH:12]=2)[CH:7]=[O:8])[CH:3]=[N:4]1. (5) The reactants are [Cl-].O[NH3+:3].[C:4](=[O:7])([O-])[OH:5].[Na+].CS(C)=O.[N:13]1([CH2:19][CH2:20][O:21][C@H:22]2[CH2:27][CH2:26][C@H:25]([N:28]3[C:33](=[O:34])[C:32]([CH2:35][C:36]4[CH:41]=[CH:40][C:39]([C:42]5[C:43]([C:48]#[N:49])=[CH:44][CH:45]=[CH:46][CH:47]=5)=[CH:38][CH:37]=4)=[C:31]([CH2:50][CH2:51][CH3:52])[N:30]4[N:53]=[CH:54][N:55]=[C:29]34)[CH2:24][CH2:23]2)[CH2:18][CH2:17][O:16][CH2:15][CH2:14]1. The catalyst is C(OCC)(=O)C. The product is [N:13]1([CH2:19][CH2:20][O:21][C@H:22]2[CH2:27][CH2:26][C@H:25]([N:28]3[C:33](=[O:34])[C:32]([CH2:35][C:36]4[CH:41]=[CH:40][C:39]([C:42]5[CH:47]=[CH:46][CH:45]=[CH:44][C:43]=5[C:48]5[NH:3][C:4](=[O:7])[O:5][N:49]=5)=[CH:38][CH:37]=4)=[C:31]([CH2:50][CH2:51][CH3:52])[N:30]4[N:53]=[CH:54][N:55]=[C:29]34)[CH2:24][CH2:23]2)[CH2:18][CH2:17][O:16][CH2:15][CH2:14]1. The yield is 0.590.